Dataset: Full USPTO retrosynthesis dataset with 1.9M reactions from patents (1976-2016). Task: Predict the reactants needed to synthesize the given product. (1) The reactants are: [Cl-].[Cl:2][C:3]1[C:7](Cl)=[S+:6][S:5][N:4]=1.[Br:9][C:10]1[CH:16]=[C:15]([N+:17]([O-:19])=[O:18])[CH:14]=[CH:13][C:11]=1[NH2:12]. Given the product [Br:9][C:10]1[CH:16]=[C:15]([N+:17]([O-:19])=[O:18])[CH:14]=[CH:13][C:11]=1/[N:12]=[C:7]1/[C:3]([Cl:2])=[N:4][S:5][S:6]/1, predict the reactants needed to synthesize it. (2) Given the product [Cl:1][C:2]1[CH:3]=[N:4][C:5]2[C:10]([C:11]=1[CH2:12][CH2:13][C:14]13[CH2:19][CH2:18][C:17]([NH:22][CH2:23][C:24]4[CH:25]=[CH:26][C:27]5[O:28][CH2:29][C:30](=[O:34])[NH:31][C:32]=5[N:33]=4)([CH2:16][CH2:15]1)[CH2:20][CH2:21]3)=[N:9][C:8]([OH:35])=[CH:7][CH:6]=2, predict the reactants needed to synthesize it. The reactants are: [Cl:1][C:2]1[CH:3]=[N:4][C:5]2[C:10]([C:11]=1[CH2:12][CH2:13][C:14]13[CH2:21][CH2:20][C:17]([NH:22][CH2:23][C:24]4[CH:25]=[CH:26][C:27]5[O:28][CH2:29][C:30](=[O:34])[NH:31][C:32]=5[N:33]=4)([CH2:18][CH2:19]1)[CH2:16][CH2:15]3)=[N:9][C:8]([O:35]C)=[CH:7][CH:6]=2. (3) Given the product [NH2:33][C:34]1[S:38][C:37]([C:39]2[CH:44]=[CH:43][CH:42]=[CH:41][C:40]=2[F:45])=[N:36][C:35]=1[C:46]([NH:23][C:18]1[CH:19]=[N:20][N:21]([CH3:22])[C:17]=1[C@@H:5]1[CH2:6][CH2:7][C@@H:8]([NH2:9])[C@H:2]([F:1])[CH2:3][O:4]1)=[O:47], predict the reactants needed to synthesize it. The reactants are: [F:1][C@H:2]1[C@H:8]([NH:9]C(=O)OC(C)(C)C)[CH2:7][CH2:6][C@@H:5]([C:17]2[N:21]([CH3:22])[N:20]=[CH:19][C:18]=2[N+:23]([O-])=O)[O:4][CH2:3]1.C(OC([NH:33][C:34]1[S:38][C:37]([C:39]2[CH:44]=[CH:43][CH:42]=[CH:41][C:40]=2[F:45])=[N:36][C:35]=1[C:46](O)=[O:47])=O)(C)(C)C. (4) Given the product [C:1]([O:9][CH2:10][CH2:11][CH2:12][CH2:13][N:14]1[CH:18]=[C:17]([C:19](=[O:21])[NH:32][CH2:31][C:27]2[CH:28]=[CH:29][CH:30]=[C:25]([O:24][C:23]([F:22])([F:33])[F:34])[CH:26]=2)[N:16]=[N:15]1)(=[O:8])[C:2]1[CH:3]=[CH:4][CH:5]=[CH:6][CH:7]=1, predict the reactants needed to synthesize it. The reactants are: [C:1]([O:9][CH2:10][CH2:11][CH2:12][CH2:13][N:14]1[CH:18]=[C:17]([C:19]([OH:21])=O)[N:16]=[N:15]1)(=[O:8])[C:2]1[CH:7]=[CH:6][CH:5]=[CH:4][CH:3]=1.[F:22][C:23]([F:34])([F:33])[O:24][C:25]1[CH:26]=[C:27]([CH2:31][NH2:32])[CH:28]=[CH:29][CH:30]=1.CN(C(ON1N=NC2C=CC=NC1=2)=[N+](C)C)C.F[P-](F)(F)(F)(F)F.CCN(C(C)C)C(C)C.